From a dataset of Ames mutagenicity test results for genotoxicity prediction. Regression/Classification. Given a drug SMILES string, predict its toxicity properties. Task type varies by dataset: regression for continuous values (e.g., LD50, hERG inhibition percentage) or binary classification for toxic/non-toxic outcomes (e.g., AMES mutagenicity, cardiotoxicity, hepatotoxicity). Dataset: ames. (1) The compound is CCCC(=O)c1cc(O)c(O)cc1O. The result is 1 (mutagenic). (2) The compound is CC(=O)CC(=O)Nc1ccc(O)cc1. The result is 0 (non-mutagenic). (3) The molecule is Cc1ccc(N(CCCl)CCCl)cc1. The result is 0 (non-mutagenic). (4) The compound is CC(C)(O)C1Cc2cc3ccc(=O)oc3cc2O1. The result is 1 (mutagenic). (5) The compound is COc1nsc2cc([N+](=O)[O-])ccc12. The result is 1 (mutagenic). (6) The drug is OC1c2cc3c4ccccc4c4ccccc4c3cc2C2OC2C1O. The result is 1 (mutagenic).